Dataset: Rat liver microsome stability data. Task: Regression/Classification. Given a drug SMILES string, predict its absorption, distribution, metabolism, or excretion properties. Task type varies by dataset: regression for continuous measurements (e.g., permeability, clearance, half-life) or binary classification for categorical outcomes (e.g., BBB penetration, CYP inhibition). Dataset: rlm. (1) The drug is CN(Cc1cnc2nc(N)nc(N)c2n1)c1ccc(C(=O)N[C@@H](CCC(=O)O)C(=O)O)cc1. The result is 0 (unstable in rat liver microsomes). (2) The molecule is CC(C)(C)c1ccc(-n2cnc3cc(C(=O)N4CCCCC4)ccc32)cc1. The result is 1 (stable in rat liver microsomes).